This data is from Reaction yield outcomes from USPTO patents with 853,638 reactions. The task is: Predict the reaction yield, written as a fraction of the theoretical maximum amount of product (1.0 means a 100% yield; for example, 0.34 means a 34% yield). (1) The product is [CH3:11][C:10]1[S:37][C:25]([CH2:26][N:27]2[CH:31]=[C:30]([C:32]([O:34][CH2:35][CH3:36])=[O:33])[CH:29]=[N:28]2)=[N:24][C:9]=1[C:5]1[CH:6]=[CH:7][CH:8]=[C:3]([C:2]([F:14])([F:13])[F:1])[CH:4]=1. The yield is 0.350. The reactants are [F:1][C:2]([F:14])([F:13])[C:3]1[CH:4]=[C:5]([C:9](=O)[CH2:10][CH3:11])[CH:6]=[CH:7][CH:8]=1.BrBr.S([O-])([O-])(=O)=S.[Na+].[Na+].[NH2:24][C:25](=[S:37])[CH2:26][N:27]1[CH:31]=[C:30]([C:32]([O:34][CH2:35][CH3:36])=[O:33])[CH:29]=[N:28]1. The catalyst is C(OCC)C. (2) The reactants are [CH2:1]([C:12]1[N:16]=[C:15]([C:17]2[CH:22]=[CH:21][C:20]([CH2:23][NH2:24])=[CH:19][CH:18]=2)[O:14][N:13]=1)[CH2:2][CH2:3][CH2:4][CH2:5][CH2:6][CH2:7][CH2:8][CH2:9][CH2:10][CH3:11].[Cl:25][C:26]1[CH:27]=[C:28]([CH:31]=[CH:32][CH:33]=1)[CH:29]=O. No catalyst specified. The product is [Cl:25][C:26]1[CH:27]=[C:28]([CH:31]=[CH:32][CH:33]=1)[CH2:29][NH:24][CH2:23][C:20]1[CH:19]=[CH:18][C:17]([C:15]2[O:14][N:13]=[C:12]([CH2:1][CH2:2][CH2:3][CH2:4][CH2:5][CH2:6][CH2:7][CH2:8][CH2:9][CH2:10][CH3:11])[N:16]=2)=[CH:22][CH:21]=1. The yield is 0.860. (3) The reactants are C[Al](C)C.[N:5]([Si](C)(C)C)=[N+:6]=[N-:7].[Si:12]([O:19][C:20]1[CH:25]=[CH:24][C:23]([C:26]2[N:30]([CH:31]3[CH2:36][CH2:35][CH2:34][CH2:33][CH2:32]3)[C:29]3[CH:37]=[CH:38][C:39]([C:41]#[N:42])=[CH:40][C:28]=3[N:27]=2)=[CH:22][CH:21]=1)([C:15]([CH3:18])([CH3:17])[CH3:16])([CH3:14])[CH3:13].Cl. The catalyst is C1(C)C=CC=CC=1.C(OCC)(=O)C. The product is [Si:12]([O:19][C:20]1[CH:21]=[CH:22][C:23]([C:26]2[N:30]([CH:31]3[CH2:32][CH2:33][CH2:34][CH2:35][CH2:36]3)[C:29]3[CH:37]=[CH:38][C:39]([C:41]4[NH:7][N:6]=[N:5][N:42]=4)=[CH:40][C:28]=3[N:27]=2)=[CH:24][CH:25]=1)([C:15]([CH3:18])([CH3:16])[CH3:17])([CH3:14])[CH3:13]. The yield is 0.870. (4) The reactants are [Cl:1][C:2]1[CH:7]=[CH:6][C:5]([C@@H:8]2[CH2:13][CH2:12][NH:11][CH2:10][C@H:9]2[C:14]([O:16][CH2:17][CH3:18])=[O:15])=[CH:4][CH:3]=1.C(N(CC)CC)C.FC(F)(F)S(O[CH2:32][C:33]([F:36])([F:35])[F:34])(=O)=O. The catalyst is CC(C)=O. The product is [Cl:1][C:2]1[CH:7]=[CH:6][C:5]([C@@H:8]2[CH2:13][CH2:12][N:11]([CH2:32][C:33]([F:36])([F:35])[F:34])[CH2:10][C@H:9]2[C:14]([O:16][CH2:17][CH3:18])=[O:15])=[CH:4][CH:3]=1. The yield is 1.00. (5) The reactants are [CH3:1][O:2][C:3]1[CH:4]=[CH:5][C:6]2[S:10][C:9]([CH3:11])=[N:8][C:7]=2[CH:12]=1.Cl[C:14]1C=C[C:17]([C:20]([F:23])([F:22])[F:21])=[CH:16][C:15]=1[N+]([O-])=O.[OH-].[Na+]. No catalyst specified. The product is [CH3:1][O:2][C:3]1[CH:4]=[CH:5][C:6]2[S:10][C:9]3[C:14](=[CH:15][CH:16]=[C:17]([C:20]([F:23])([F:22])[F:21])[CH:11]=3)[NH:8][C:7]=2[CH:12]=1. The yield is 0.380. (6) The reactants are [NH2:1][C:2]1[CH:3]=[C:4]2[C:20](=[O:21])[NH:19][N:18]=[CH:17][C:6]3=[C:7]([C:11]4[CH:16]=[CH:15][CH:14]=[CH:13][CH:12]=4)[NH:8][C:9]([CH:10]=1)=[C:5]23.[CH3:22][C:23]([O:26][C:27]([NH:29][C@H:30]([CH2:34][C:35]1[CH:40]=[CH:39][C:38]([F:41])=[CH:37][CH:36]=1)[C:31](O)=[O:32])=[O:28])([CH3:25])[CH3:24].C(N(CC)CC)C.F[P-](F)(F)(F)(F)F.N1(OC(N(C)C)=[N+](C)C)C2N=CC=CC=2N=N1. The catalyst is C(Cl)Cl.CN(C)C=O. The product is [F:41][C:38]1[CH:39]=[CH:40][C:35]([CH2:34][C@@H:30]([NH:29][C:27](=[O:28])[O:26][C:23]([CH3:24])([CH3:22])[CH3:25])[C:31](=[O:32])[NH:1][C:2]2[CH:3]=[C:4]3[C:20](=[O:21])[NH:19][N:18]=[CH:17][C:6]4=[C:7]([C:11]5[CH:12]=[CH:13][CH:14]=[CH:15][CH:16]=5)[NH:8][C:9]([CH:10]=2)=[C:5]34)=[CH:36][CH:37]=1. The yield is 0.880.